From a dataset of Reaction yield outcomes from USPTO patents with 853,638 reactions. Predict the reaction yield, written as a fraction of the theoretical maximum amount of product (1.0 means a 100% yield; for example, 0.34 means a 34% yield). The reactants are [CH2:1]([S:3]([C:6]1[CH:7]=[CH:8][C:9]([NH:19][CH2:20][CH2:21][O:22][C:23]([F:26])([F:25])[F:24])=[C:10]([NH:12][C:13](=O)[C:14]([CH3:17])([CH3:16])[CH3:15])[CH:11]=1)(=[O:5])=[O:4])[CH3:2]. The catalyst is C(O)C.[OH-].[Na+]. The product is [C:14]([C:13]1[N:19]([CH2:20][CH2:21][O:22][C:23]([F:26])([F:25])[F:24])[C:9]2[CH:8]=[CH:7][C:6]([S:3]([CH2:1][CH3:2])(=[O:5])=[O:4])=[CH:11][C:10]=2[N:12]=1)([CH3:17])([CH3:16])[CH3:15]. The yield is 0.340.